From a dataset of Catalyst prediction with 721,799 reactions and 888 catalyst types from USPTO. Predict which catalyst facilitates the given reaction. Reactant: Br[CH2:2][CH2:3][CH2:4][C:5]([O:7][CH2:8][CH3:9])=[O:6].[OH:10][N:11]1[C:15](=[O:16])[C:14]2=[CH:17][CH:18]=[CH:19][CH:20]=[C:13]2[C:12]1=[O:21].CCN(C(C)C)C(C)C.[Cl-].[NH4+]. Product: [CH2:8]([O:7][C:5](=[O:6])[CH2:4][CH2:3][CH2:2][O:10][N:11]1[C:15](=[O:16])[C:14]2[C:13](=[CH:20][CH:19]=[CH:18][CH:17]=2)[C:12]1=[O:21])[CH3:9]. The catalyst class is: 9.